From a dataset of NCI-60 drug combinations with 297,098 pairs across 59 cell lines. Regression. Given two drug SMILES strings and cell line genomic features, predict the synergy score measuring deviation from expected non-interaction effect. (1) Drug 1: CN(C)C1=NC(=NC(=N1)N(C)C)N(C)C. Drug 2: C1CNP(=O)(OC1)N(CCCl)CCCl. Cell line: MDA-MB-231. Synergy scores: CSS=-18.2, Synergy_ZIP=1.94, Synergy_Bliss=-14.5, Synergy_Loewe=-18.5, Synergy_HSA=-18.2. (2) Cell line: HCC-2998. Drug 1: C1CN1P(=S)(N2CC2)N3CC3. Drug 2: CS(=O)(=O)CCNCC1=CC=C(O1)C2=CC3=C(C=C2)N=CN=C3NC4=CC(=C(C=C4)OCC5=CC(=CC=C5)F)Cl. Synergy scores: CSS=5.29, Synergy_ZIP=-6.18, Synergy_Bliss=-3.75, Synergy_Loewe=-11.3, Synergy_HSA=-6.24.